Dataset: Reaction yield outcomes from USPTO patents with 853,638 reactions. Task: Predict the reaction yield, written as a fraction of the theoretical maximum amount of product (1.0 means a 100% yield; for example, 0.34 means a 34% yield). (1) The reactants are [CH3:1][CH:2]1[CH2:7][CH2:6][CH:5]([CH:8]=O)[CH2:4][CH2:3]1.[C:10]1([CH3:19])[CH:15]=[CH:14][C:13]([S@@:16]([NH2:18])=[O:17])=[CH:12][CH:11]=1. The catalyst is C(Cl)Cl.O.[O-]CC.[Ti+4].[O-]CC.[O-]CC.[O-]CC. The product is [CH3:19][C:10]1[CH:15]=[CH:14][C:13]([S:16](/[N:18]=[CH:8]/[CH:5]2[CH2:6][CH2:7][CH:2]([CH3:1])[CH2:3][CH2:4]2)=[O:17])=[CH:12][CH:11]=1. The yield is 0.640. (2) The reactants are Br[CH:2]1[C:11](=[O:12])[C:10]2[C:5](=[CH:6][C:7]([C:13]#[N:14])=[CH:8][CH:9]=2)[O:4][CH2:3]1.C(O)(=O)C.[N-:19]=[N+:20]=[N-:21].[Na+]. The catalyst is CN(C=O)C.O. The product is [N:19]([CH:2]1[C:11](=[O:12])[C:10]2[C:5](=[CH:6][C:7]([C:13]#[N:14])=[CH:8][CH:9]=2)[O:4][CH2:3]1)=[N+:20]=[N-:21]. The yield is 0.925. (3) The reactants are C([O:3][C:4](=[O:49])[CH2:5][CH2:6][CH2:7][O:8][C:9]1[CH:14]=[CH:13][CH:12]=[C:11]([CH2:15][CH2:16][CH2:17][CH2:18][CH2:19][CH2:20][O:21][C:22]2[CH:23]=[C:24]([C:32]3[CH:37]=[CH:36][C:35]([S:38]([CH3:41])(=[O:40])=[O:39])=[CH:34][CH:33]=3)[CH:25]=[C:26]([S:28]([CH3:31])(=[O:30])=[O:29])[CH:27]=2)[C:10]=1[CH2:42][CH2:43][C:44]([O:46]CC)=[O:45])C.[OH-].[Na+]. No catalyst specified. The product is [CH3:31][S:28]([C:26]1[CH:27]=[C:22]([O:21][CH2:20][CH2:19][CH2:18][CH2:17][CH2:16][CH2:15][C:11]2[C:10]([CH2:42][CH2:43][C:44]([OH:46])=[O:45])=[C:9]([CH:14]=[CH:13][CH:12]=2)[O:8][CH2:7][CH2:6][CH2:5][C:4]([OH:49])=[O:3])[CH:23]=[C:24]([C:32]2[CH:33]=[CH:34][C:35]([S:38]([CH3:41])(=[O:40])=[O:39])=[CH:36][CH:37]=2)[CH:25]=1)(=[O:30])=[O:29]. The yield is 0.570.